Dataset: Full USPTO retrosynthesis dataset with 1.9M reactions from patents (1976-2016). Task: Predict the reactants needed to synthesize the given product. (1) Given the product [F:27][C:24]1[CH:25]=[CH:26][C:21]([NH:20][C:18](=[O:19])[CH2:17][C:16]([NH:15][C:12]2[CH:13]=[CH:14][C:9]([O:8][C:6]3[CH:5]=[CH:4][N:3]=[C:2]([NH:1][C:32]([N:31]4[CH2:34][CH2:43][CH:35]([N:37]5[CH2:40][CH2:41][CH2:39][CH2:38]5)[CH2:36][CH2:30]4)=[O:33])[CH:7]=3)=[CH:10][C:11]=2[CH3:29])=[O:28])=[CH:22][CH:23]=1, predict the reactants needed to synthesize it. The reactants are: [NH2:1][C:2]1[CH:7]=[C:6]([O:8][C:9]2[CH:14]=[CH:13][C:12]([NH:15][C:16](=[O:28])[CH2:17][C:18]([NH:20][C:21]3[CH:26]=[CH:25][C:24]([F:27])=[CH:23][CH:22]=3)=[O:19])=[C:11]([CH3:29])[CH:10]=2)[CH:5]=[CH:4][N:3]=1.[CH3:30][N:31]([CH3:34])[CH:32]=[O:33].[CH2:35]([N:37]([CH2:40][CH3:41])[CH2:38][CH3:39])[CH3:36].Cl[C:43](OC1C=CC=CC=1)=O. (2) Given the product [CH2:1]([O:5][C:6]1[CH:11]=[CH:10][C:9]([CH:12]=[CH2:13])=[CH:8][CH:7]=1)[CH:2]1[O:4][CH2:3]1.[C:14]([O:19][CH:20]([O:22][CH2:23][CH3:24])[CH3:21])(=[O:18])[C:15]([CH3:17])=[CH2:16].[C:25]([O:28][C:29]1[CH:36]=[CH:35][C:32]([CH:33]=[CH2:34])=[CH:31][CH:30]=1)(=[O:27])[CH3:26], predict the reactants needed to synthesize it. The reactants are: [CH2:1]([O:5][C:6]1[CH:11]=[CH:10][C:9]([CH:12]=[CH2:13])=[CH:8][CH:7]=1)[CH:2]1[O:4][CH2:3]1.[C:14]([O:19][CH:20]([O:22][CH2:23][CH3:24])[CH3:21])(=[O:18])[C:15]([CH3:17])=[CH2:16].[C:25]([O:28][C:29]1[CH:36]=[CH:35][C:32]([CH:33]=[CH2:34])=[CH:31][CH:30]=1)(=[O:27])[CH3:26].N(C(C)(CC)C([O-])=O)=NC(C)(CC)C([O-])=O. (3) Given the product [Cl:1][C:2]1[CH:3]=[C:4]([CH:7]=[CH:8][C:9]=1[O:10][CH2:46][C:32]1[CH:33]=[CH:34][CH:35]=[C:36]([B:37]2[O:38][C:39]([CH3:44])([CH3:45])[C:40]([CH3:43])([CH3:42])[O:41]2)[C:31]=1[CH3:30])[CH:5]=[O:6], predict the reactants needed to synthesize it. The reactants are: [Cl:1][C:2]1[CH:3]=[C:4]([CH:7]=[CH:8][C:9]=1[OH:10])[CH:5]=[O:6].C1(P(C2C=CC=CC=2)C2C=CC=CC=2)C=CC=CC=1.[CH3:30][C:31]1[C:36]([B:37]2[O:41][C:40]([CH3:43])([CH3:42])[C:39]([CH3:45])([CH3:44])[O:38]2)=[CH:35][CH:34]=[CH:33][C:32]=1[CH2:46]O.N(C(OC(C)C)=O)=NC(OC(C)C)=O. (4) Given the product [CH3:20][C:10]1[C:9]2[N:8]=[C:6]([C:5]3[CH:21]=[CH:22][C:2]([CH3:1])=[CH:3][CH:4]=3)[C:15]3[CH:16]=[CH:17][CH:18]=[CH:19][C:14]=3[C:13]=2[NH:12][N:11]=1, predict the reactants needed to synthesize it. The reactants are: [CH3:1][C:2]1[CH:22]=[CH:21][C:5]([C:6]([NH:8][C:9]2[C:10]([CH3:20])=[N:11][NH:12][C:13]=2[C:14]2[CH:19]=[CH:18][CH:17]=[CH:16][CH:15]=2)=O)=[CH:4][CH:3]=1. (5) The reactants are: [OH:1][C:2]1[CH:3]=[C:4]([CH:10]=[CH:11][C:12]=1[OH:13])[C:5]([O:7][CH2:8][CH3:9])=[O:6].[N+:14]([O-])([O:16]C(C)C)=[O:15].S(=O)(=O)(O)O. Given the product [OH:1][C:2]1[C:3]([N+:14]([O-:16])=[O:15])=[C:4]([CH:10]=[CH:11][C:12]=1[OH:13])[C:5]([O:7][CH2:8][CH3:9])=[O:6], predict the reactants needed to synthesize it. (6) The reactants are: C(#N)C=C.[C:5]([O:9][CH3:10])(=[O:8])[CH:6]=[CH2:7].[C:11]([NH:15][C:16]([CH3:23])([CH3:22])[CH2:17][S:18]([O-:21])(=[O:20])=[O:19])(=[O:14])[CH:12]=[CH2:13].[Na+:24]. Given the product [C:5]([O:9][CH3:10])(=[O:8])[CH:6]=[CH2:7].[C:11]([NH:15][C:16]([CH3:23])([CH3:22])[CH2:17][S:18]([O-:21])(=[O:19])=[O:20])(=[O:14])[CH:12]=[CH2:13].[Na+:24], predict the reactants needed to synthesize it.